From a dataset of Catalyst prediction with 721,799 reactions and 888 catalyst types from USPTO. Predict which catalyst facilitates the given reaction. (1) Reactant: [C:1]([Si:5]([CH3:32])([CH3:31])[O:6][CH2:7][CH2:8][N:9]1[CH2:14][CH2:13][N:12]([CH2:15][C:16]2[CH:21]=[CH:20][C:19]([NH2:22])=[C:18]([C:23]3[CH2:28][CH2:27][C:26]([CH3:30])([CH3:29])[CH2:25][CH:24]=3)[CH:17]=2)[CH2:11][CH2:10]1)([CH3:4])([CH3:3])[CH3:2].[K+].[C:34]([C:36]1[N:37]=[C:38]([C:49]([O-])=[O:50])[N:39]([CH2:41][O:42][CH2:43][CH2:44][Si:45]([CH3:48])([CH3:47])[CH3:46])[CH:40]=1)#[N:35].C1CN([P+](Br)(N2CCCC2)N2CCCC2)CC1.F[P-](F)(F)(F)(F)F.CCN(C(C)C)C(C)C. The catalyst class is: 2. Product: [C:1]([Si:5]([CH3:32])([CH3:31])[O:6][CH2:7][CH2:8][N:9]1[CH2:14][CH2:13][N:12]([CH2:15][C:16]2[CH:21]=[CH:20][C:19]([NH:22][C:49]([C:38]3[N:39]([CH2:41][O:42][CH2:43][CH2:44][Si:45]([CH3:48])([CH3:47])[CH3:46])[CH:40]=[C:36]([C:34]#[N:35])[N:37]=3)=[O:50])=[C:18]([C:23]3[CH2:28][CH2:27][C:26]([CH3:30])([CH3:29])[CH2:25][CH:24]=3)[CH:17]=2)[CH2:11][CH2:10]1)([CH3:4])([CH3:3])[CH3:2]. (2) Reactant: [Br:1][C:2]1[CH:9]=[CH:8][C:5]([CH:6]=O)=[C:4]([O:10][CH3:11])[CH:3]=1.[N:12]1([C:18]([O:20][C:21]([CH3:24])([CH3:23])[CH3:22])=[O:19])[CH2:17][CH2:16][NH:15][CH2:14][CH2:13]1.ClCCl.C(O[BH-](OC(=O)C)OC(=O)C)(=O)C.[Na+]. Product: [Br:1][C:2]1[CH:9]=[CH:8][C:5]([CH2:6][N:15]2[CH2:14][CH2:13][N:12]([C:18]([O:20][C:21]([CH3:24])([CH3:23])[CH3:22])=[O:19])[CH2:17][CH2:16]2)=[C:4]([O:10][CH3:11])[CH:3]=1. The catalyst class is: 6. (3) Reactant: [N:1]([CH2:4][C@@H:5]1[CH2:10][CH2:9][C@H:8]([O:11][CH2:12][C:13]2[CH:18]=[CH:17][CH:16]=[CH:15][CH:14]=2)[CH2:7][CH2:6]1)=[N+]=[N-].[H-].[H-].[H-].[H-].[Li+].[Al+3]. Product: [CH2:12]([O:11][C@@H:8]1[CH2:9][CH2:10][C@H:5]([CH2:4][NH2:1])[CH2:6][CH2:7]1)[C:13]1[CH:18]=[CH:17][CH:16]=[CH:15][CH:14]=1. The catalyst class is: 1. (4) Reactant: [CH3:1][O:2][C:3](=[O:18])[C:4]1[CH:9]=[C:8]([N:10]2[CH2:14][CH2:13][CH2:12][CH2:11]2)[CH:7]=[CH:6][C:5]=1[C:15](=[S:17])[NH2:16].[CH:19]12[O:25][CH:24]1[CH2:23][CH2:22][CH2:21][C:20]2=O. Product: [CH3:1][O:2][C:3](=[O:18])[C:4]1[CH:9]=[C:8]([N:10]2[CH2:14][CH2:13][CH2:12][CH2:11]2)[CH:7]=[CH:6][C:5]=1[C:15]1[S:17][C:23]2[CH:24]([OH:25])[CH2:19][CH2:20][CH2:21][C:22]=2[N:16]=1. The catalyst class is: 5. (5) Reactant: [CH3:1][O:2][C:3]1[C:12]([CH3:13])=[C:11]2[C:6]([C:7]([O:20][CH:21]3[CH2:38][CH:37]4[N:23]([C:24](=[O:44])[N:25]([CH3:43])[CH2:26][CH2:27][CH2:28][CH2:29][CH:30]=[CH:31][CH:32]5[C:34]([C:40]([OH:42])=O)([NH:35][C:36]4=[O:39])[CH2:33]5)[CH2:22]3)=[N:8][C:9]([C:14]3[CH:19]=[CH:18][N:17]=[CH:16][CH:15]=3)=[N:10]2)=[CH:5][CH:4]=1.CCN=C=NCCCN(C)C.[CH:56]1([S:59]([NH2:62])(=[O:61])=[O:60])[CH2:58][CH2:57]1.C1CCN2C(=NCCC2)CC1. Product: [CH3:1][O:2][C:3]1[C:12]([CH3:13])=[C:11]2[C:6]([C:7]([O:20][CH:21]3[CH2:38][CH:37]4[N:23]([C:24](=[O:44])[N:25]([CH3:43])[CH2:26][CH2:27][CH2:28][CH2:29][CH:30]=[CH:31][CH:32]5[C:34]([C:40]([NH:62][S:59]([CH:56]6[CH2:58][CH2:57]6)(=[O:61])=[O:60])=[O:42])([NH:35][C:36]4=[O:39])[CH2:33]5)[CH2:22]3)=[N:8][C:9]([C:14]3[CH:19]=[CH:18][N:17]=[CH:16][CH:15]=3)=[N:10]2)=[CH:5][CH:4]=1. The catalyst class is: 4. (6) Reactant: [N+:1]([C:4]1[CH:5]=[C:6]2[C:10](=[CH:11][CH:12]=1)[NH:9][CH:8]=[CH:7]2)([O-:3])=[O:2].[OH-].[K+].[CH3:15]I. Product: [CH3:15][N:9]1[C:10]2[C:6](=[CH:5][C:4]([N+:1]([O-:3])=[O:2])=[CH:12][CH:11]=2)[CH:7]=[CH:8]1. The catalyst class is: 21. (7) Reactant: [CH3:1][Mg]Cl.[Br:4][C:5]1[CH:6]=[CH:7][C:8]([C:11](=[O:13])[CH3:12])=[N:9][CH:10]=1. Product: [Br:4][C:5]1[CH:6]=[CH:7][C:8]([C:11]([OH:13])([CH3:1])[CH3:12])=[N:9][CH:10]=1. The catalyst class is: 1. (8) The catalyst class is: 1. Reactant: C[O:2][C:3](=[O:15])[C:4]1[CH:9]=[C:8]([C:10]([CH3:13])([CH3:12])[CH3:11])[CH:7]=[C:6]([Br:14])[CH:5]=1.[OH-].[Li+:17]. Product: [Br:14][C:6]1[CH:5]=[C:4]([CH:9]=[C:8]([C:10]([CH3:13])([CH3:12])[CH3:11])[CH:7]=1)[C:3]([O-:15])=[O:2].[Li+:17]. (9) Product: [N:1]1([CH2:14][CH2:15][N:16]2[C:20](=[O:21])[C:19]3[C:18](=[CH:26][CH:25]=[CH:24][CH:23]=3)[C:17]2=[O:27])[CH:5]=[CH:4][CH:3]=[N:2]1. The catalyst class is: 6. Reactant: [NH:1]1[CH:5]=[CH:4][CH:3]=[N:2]1.CN(C=O)C.[H-].[Na+].Br[CH2:14][CH2:15][NH:16][C:17](=[O:27])[C:18]1[C:19](=[CH:23][CH:24]=[CH:25][CH:26]=1)[C:20](N)=[O:21].